Dataset: Catalyst prediction with 721,799 reactions and 888 catalyst types from USPTO. Task: Predict which catalyst facilitates the given reaction. (1) Reactant: [C:1]([O:5][C:6]([N:8]1[CH2:13][CH:12]=[C:11]([C:14]2[CH:23]=[CH:22][CH:21]=[C:20]3[C:15]=2[CH:16]=[CH:17][C:18]([CH3:24])=[N:19]3)[CH2:10][CH2:9]1)=[O:7])([CH3:4])([CH3:3])[CH3:2]. Product: [C:1]([O:5][C:6]([N:8]1[CH2:9][CH2:10][CH:11]([C:14]2[CH:23]=[CH:22][CH:21]=[C:20]3[C:15]=2[CH:16]=[CH:17][C:18]([CH3:24])=[N:19]3)[CH2:12][CH2:13]1)=[O:7])([CH3:4])([CH3:3])[CH3:2]. The catalyst class is: 29. (2) Reactant: [Br:1][C:2]1[CH:3]=[C:4]([NH:10][C:11]2[N:12]=[CH:13][C:14]([N:17]3[CH2:22][CH2:21][N:20](C(OC(C)(C)C)=O)[CH2:19][CH2:18]3)=[N:15][CH:16]=2)[C:5](=[O:9])[N:6]([CH3:8])[CH:7]=1. Product: [Br:1][C:2]1[CH:3]=[C:4]([NH:10][C:11]2[CH:16]=[N:15][C:14]([N:17]3[CH2:18][CH2:19][NH:20][CH2:21][CH2:22]3)=[CH:13][N:12]=2)[C:5](=[O:9])[N:6]([CH3:8])[CH:7]=1. The catalyst class is: 89. (3) Product: [C:11]1([C:17]2[CH:52]=[CH:51][C:20]([C:21]([O:23][C@@H:24]3[CH2:32][C@@H:27]4[O:28][CH:29]([OH:31])[CH2:30][C@@H:26]4[C@H:25]3[CH2:33][CH2:34][C@@H:35]([O:44][CH:45]3[CH2:50][CH2:49][CH2:48][CH2:47][O:46]3)[CH2:36][CH2:37][C:38]3[CH:43]=[CH:42][CH:41]=[CH:40][CH:39]=3)=[O:22])=[CH:19][CH:18]=2)[CH:12]=[CH:13][CH:14]=[CH:15][CH:16]=1. Reactant: [H-].C([Al+]CC(C)C)C(C)C.[C:11]1([C:17]2[CH:52]=[CH:51][C:20]([C:21]([O:23][C@@H:24]3[CH2:32][C@@H:27]4[O:28][C:29](=[O:31])[CH2:30][C@@H:26]4[C@H:25]3[CH2:33][CH2:34][C@@H:35]([O:44][CH:45]3[CH2:50][CH2:49][CH2:48][CH2:47][O:46]3)[CH2:36][CH2:37][C:38]3[CH:43]=[CH:42][CH:41]=[CH:40][CH:39]=3)=[O:22])=[CH:19][CH:18]=2)[CH:16]=[CH:15][CH:14]=[CH:13][CH:12]=1.CC(C)=O.C(=O)=O.CO. The catalyst class is: 11. (4) Product: [Cl:16][CH:8]1[C:9]2[C:5](=[C:4]([N+:1]([O-:3])=[O:2])[CH:12]=[CH:11][CH:10]=2)[CH2:6][CH2:7]1. The catalyst class is: 11. Reactant: [N+:1]([C:4]1[CH:12]=[CH:11][CH:10]=[C:9]2[C:5]=1[CH2:6][CH2:7][CH:8]2O)([O-:3])=[O:2].S(Cl)([Cl:16])=O. (5) Reactant: C([O:4][C@H:5]1[C@H:11]([O:12]C(=O)C)[C@@H:10]([O:16]C(=O)C)[C@:9]2([C:21]3[CH:26]=[CH:25][C:24]([Cl:27])=[C:23]([CH2:28][C:29]4[CH:34]=[CH:33][C:32]([O:35][CH2:36][C:37](=[N:39][O:40][CH3:41])[CH3:38])=[CH:31][CH:30]=4)[CH:22]=3)[O:20][C@@:6]1([CH2:42][O:43]C(=O)C)[CH2:7][O:8]2)(=O)C.O.[OH-].[Li+]. Product: [CH3:41][O:40][N:39]=[C:37]([CH3:38])[CH2:36][O:35][C:32]1[CH:31]=[CH:30][C:29]([CH2:28][C:23]2[CH:22]=[C:21]([C@@:9]34[O:20][C@@:6]([CH2:42][OH:43])([CH2:7][O:8]3)[C@@H:5]([OH:4])[C@H:11]([OH:12])[C@H:10]4[OH:16])[CH:26]=[CH:25][C:24]=2[Cl:27])=[CH:34][CH:33]=1. The catalyst class is: 87. (6) Reactant: [H-].[Na+].[S:3]1[CH:7]=[CH:6][C:5]([C:8]2[CH:9]=[N:10][N:11]3[CH:16]=[C:15]([C:17]4[CH:22]=[CH:21][C:20]([O:23][CH3:24])=[CH:19][CH:18]=4)[CH:14]=[N:13][C:12]=23)=[CH:4]1.Cl.ClC[CH2:28][N:29]1[CH2:34][CH2:33][CH2:32][CH2:31][CH2:30]1. Product: [N:29]1([CH2:28][CH2:24][O:23][C:20]2[CH:21]=[CH:22][C:17]([C:15]3[CH:14]=[N:13][C:12]4[N:11]([N:10]=[CH:9][C:8]=4[C:5]4[CH:6]=[CH:7][S:3][CH:4]=4)[CH:16]=3)=[CH:18][CH:19]=2)[CH2:34][CH2:33][CH2:32][CH2:31][CH2:30]1. The catalyst class is: 9. (7) Reactant: [N:1]1([CH2:6][C:7]2[CH:12]=[C:11]([C:13]3[CH:18]=[CH:17][C:16]([OH:19])=[CH:15][CH:14]=3)[C:10]([C:20]#[N:21])=[CH:9][CH:8]=2)[CH:5]=[N:4][CH:3]=[N:2]1.CCN(CC)CC.[CH3:29][N:30]([CH3:35])[S:31](Cl)(=[O:33])=[O:32]. Product: [CH3:29][N:30]([CH3:35])[S:31](=[O:33])(=[O:32])[O:19][C:16]1[CH:17]=[CH:18][C:13]([C:11]2[CH:12]=[C:7]([CH2:6][N:1]3[CH:5]=[N:4][CH:3]=[N:2]3)[CH:8]=[CH:9][C:10]=2[C:20]#[N:21])=[CH:14][CH:15]=1. The catalyst class is: 2. (8) Reactant: [NH:1]1[CH:5]=[CH:4][C:3]([C:6]2[CH:11]=[CH:10][CH:9]=[CH:8][N:7]=2)=[N:2]1.[I:12]N1C(=O)CCC1=O. Product: [I:12][C:4]1[C:3]([C:6]2[CH:11]=[CH:10][CH:9]=[CH:8][N:7]=2)=[N:2][NH:1][CH:5]=1. The catalyst class is: 3. (9) Reactant: [CH:1]1([NH:7][C:8](=[N:15][CH:16]2[CH2:21][CH2:20][CH2:19][CH2:18][CH2:17]2)[O:9][N:10]=[C:11]([CH2:13][CH3:14])[CH3:12])[CH2:6][CH2:5][CH2:4][CH2:3][CH2:2]1.[C:22]1([N:28]=[C:29]=[O:30])[CH:27]=[CH:26][CH:25]=[CH:24][CH:23]=1. Product: [C:22]1([NH:28][C:29]([N:15]([CH:16]2[CH2:17][CH2:18][CH2:19][CH2:20][CH2:21]2)[C:8](=[N:7][CH:1]2[CH2:2][CH2:3][CH2:4][CH2:5][CH2:6]2)[O:9][N:10]=[C:11]([CH2:13][CH3:14])[CH3:12])=[O:30])[CH:27]=[CH:26][CH:25]=[CH:24][CH:23]=1. The catalyst class is: 4.